This data is from Rat liver microsome stability data. The task is: Regression/Classification. Given a drug SMILES string, predict its absorption, distribution, metabolism, or excretion properties. Task type varies by dataset: regression for continuous measurements (e.g., permeability, clearance, half-life) or binary classification for categorical outcomes (e.g., BBB penetration, CYP inhibition). Dataset: rlm. (1) The molecule is CCOc1ccccc1N1CC(c2nc3ccccc3n2CCOc2ccc(C(C)(C)C)cc2)CC1=O. The result is 1 (stable in rat liver microsomes). (2) The compound is CC1=C(C(=O)Nc2nncs2)C2(CCCC2)NC(Nc2nc3ccccc3o2)=N1. The result is 0 (unstable in rat liver microsomes). (3) The drug is CC(=O)c1c(C)[nH]c(C(=O)Nc2cccc(S(=O)(=O)N3CCC(F)(F)CC3)c2)c1C. The result is 1 (stable in rat liver microsomes). (4) The molecule is [2H]C([2H])([2H])NC(=O)c1nnc(NC(=O)C2CC2)cc1Nc1ccccc1S(C)(=O)=O. The result is 0 (unstable in rat liver microsomes).